From a dataset of Experimentally validated miRNA-target interactions with 360,000+ pairs, plus equal number of negative samples. Binary Classification. Given a miRNA mature sequence and a target amino acid sequence, predict their likelihood of interaction. (1) The miRNA is hsa-miR-382-5p with sequence GAAGUUGUUCGUGGUGGAUUCG. The protein sequence of the target gene is MELDSALEAPSQEDSNLSEELSHSAFGQAFSKILHCLARPEARRGNVKDAVLKDLGDLIEATEFDRLFEGTGARLRGMPETLGQVAKALEKYAAPSKEEEGGGDGHSEAAEKAAQVGLLFLKLLGKVETAKNSLVGPAWQTGLHHLAGPVYIFAITHSLEQPWTTPRSREVAREVLTSLLQVTECGSVAGFLHGENEDEKGRLSVILGLLKPDLYKESWKNNPAIKHVFSWTLQQVTRPWLSQHLERVLPASLVISDDYQTENKILGVHCLHHIVLNVPAADLLQYNRAQVLYHAISNHL.... Result: 0 (no interaction). (2) The miRNA is hsa-miR-4330 with sequence CCUCAGAUCAGAGCCUUGC. The protein sequence of the target gene is MSKGPGPGGSAASSAPPAATAQVLQAQPEKPQHYTYLKEFRTEQCPLFVQHKCTQHRPYTCFHWHFVNQRRRRSIRRRDGTFNYSPDVYCTKYDEATGLCPEGDECPFLHRTTGDTERRYHLRYYKTGICIHETDSKGNCTKNGLHCAFAHGPHDLRSPVYDIRELQAMEALQNGQTTVEGSIEGQSAGAASHAMIEKILSEEPRWQETAYVLGNYKTEPCKKPPRLCRQGYACPYYHNSKDRRRSPRKHKYRSSPCPNVKHGDEWGDPGKCENGDACQYCHTRTEQQFHPEIYKSTKCN.... Result: 0 (no interaction). (3) The miRNA is cel-miR-251 with sequence UUAAGUAGUGGUGCCGCUCUUA. The protein sequence of the target gene is MLRGPGPGLLLLAVQCLGTAVPSTGASKSKRQAQQMVQPQSPVAVSQSKPGCYDNGKHYQINQQWERTYLGNALVCTCYGGSRGFNCESKPEAEETCFDKYTGNTYRVGDTYERPKDSMIWDCTCIGAGRGRISCTIANRCHEGGQSYKIGDTWRRPHETGGYMLECVCLGNGKGEWTCKPIAEKCFDHAAGTSYVVGETWEKPYQGWMMVDCTCLGEGSGRITCTSRNRCNDQDTRTSYRIGDTWSKKDNRGNLLQCICTGNGRGEWKCERHTSVQTTSSGSGPFTDVRAAVYQPQPHP.... Result: 0 (no interaction). (4) The miRNA is hsa-miR-548v with sequence AGCUACAGUUACUUUUGCACCA. The protein sequence of the target gene is MVCSPVTLRIAPPDRRFSRSAIPEQIISSTLSSPSSNAPDPCAKETVLSALKEKKKKRTVEEEDQIFLDGQENKRSCLVDGLTDASSAFKVPRPGPDTLQFTVDVFHFANDSRNMIYITCHLKVTLAEQDPDELNKACSFSKPSNSWFPVEGLADICQCCNKGDCGTPSHSRRQPRVVSQWSTSASL. Result: 0 (no interaction). (5) The protein sequence of the target gene is MKKKQTVQGTFSKLFGKKHTTTPSTSLYATNPPWIFTQEAPEEGTGGFDGIYYGDNRFNTVSESGTATLKARPRVRPLLTFLPLNAQENHGLAVPTPSVPDDFADKEVTGTSSLVNGNLRLYSSVGDLRPGQYGQDLLIPPPPPGPAPGPPQDISEPPGGSPLPSPPSTAPPPPPLLLEPPPPPSMAPPPPPVLEALSPPHTLSSPSIPTPPDFIPPAPPLAFLAPPPPPVPAPAPPAPASPHTVGTRLFPPGGVTKWKSDVALNGRQAEATRASPPRSPAEPKGSALGPNPEPHLTFPR.... The miRNA is hsa-miR-23b-5p with sequence UGGGUUCCUGGCAUGCUGAUUU. Result: 1 (interaction).